This data is from Full USPTO retrosynthesis dataset with 1.9M reactions from patents (1976-2016). The task is: Predict the reactants needed to synthesize the given product. (1) Given the product [CH3:2][O:3][C:4](=[O:30])[C@@H:5]([NH:8][C:9]([C:11]1[C:12]([CH3:29])=[N:13][C:14]([NH:18][CH2:19][CH2:20][CH2:21][C:22]2[CH:27]=[CH:26][CH:25]=[C:24]([OH:28])[CH:23]=2)=[N:15][C:16]=1[CH3:17])=[O:10])[CH2:6][NH:7][C:37]([C:33]1[S:34][CH:35]=[CH:36][C:32]=1[CH3:31])=[O:38], predict the reactants needed to synthesize it. The reactants are: Cl.[CH3:2][O:3][C:4](=[O:30])[C@@H:5]([NH:8][C:9]([C:11]1[C:12]([CH3:29])=[N:13][C:14]([NH:18][CH2:19][CH2:20][CH2:21][C:22]2[CH:27]=[CH:26][CH:25]=[C:24]([OH:28])[CH:23]=2)=[N:15][C:16]=1[CH3:17])=[O:10])[CH2:6][NH2:7].[CH3:31][C:32]1[CH:36]=[CH:35][S:34][C:33]=1[C:37](O)=[O:38].C(N(CC)CC)C.CN(C(ON1N=NC2C=CC=CC1=2)=[N+](C)C)C.F[P-](F)(F)(F)(F)F.C1C=CC2N(O)N=NC=2C=1. (2) Given the product [CH3:30][O:29][C:25]1[CH:24]=[C:22]([NH:23][C:4](=[O:6])[C:3]2[CH:7]=[CH:8][C:9]([O:11][CH3:12])=[CH:10][C:2]=2[NH:1][C:13](=[O:16])[CH2:14][CH3:15])[CH:21]=[C:20]([O:19][CH3:18])[C:26]=1[O:27][CH3:28], predict the reactants needed to synthesize it. The reactants are: [NH2:1][C:2]1[CH:10]=[C:9]([O:11][CH3:12])[CH:8]=[CH:7][C:3]=1[C:4]([OH:6])=O.[C:13](Cl)(=[O:16])[CH2:14][CH3:15].[CH3:18][O:19][C:20]1[CH:21]=[C:22]([CH:24]=[C:25]([O:29][CH3:30])[C:26]=1[O:27][CH3:28])[NH2:23]. (3) Given the product [O:12]=[C:3]1[CH:2]([NH:1][S:28]([C:22]2[CH:27]=[CH:26][CH:25]=[CH:24][CH:23]=2)(=[O:30])=[O:29])[CH2:11][C:10]2[C:5](=[CH:6][CH:7]=[CH:8][CH:9]=2)[NH:4]1, predict the reactants needed to synthesize it. The reactants are: [NH2:1][CH:2]1[CH2:11][C:10]2[C:5](=[CH:6][CH:7]=[CH:8][CH:9]=2)[NH:4][C:3]1=[O:12].CCN(C(C)C)C(C)C.[C:22]1([S:28](Cl)(=[O:30])=[O:29])[CH:27]=[CH:26][CH:25]=[CH:24][CH:23]=1. (4) Given the product [C:42]([C:13]1[CH:14]=[CH:15][C:16]([N:18]([CH2:40][CH3:41])[C:19]([C:21]2[CH:26]=[CH:25][N:24]3[N:27]=[CH:28][C:29]([C:30]4[CH:35]=[CH:34][C:33]([C:36](=[O:39])[NH:37][CH3:38])=[CH:32][CH:31]=4)=[C:23]3[CH:22]=2)=[O:20])=[N:17][C:12]=1[O:11][CH2:10][CH2:9][OH:8])#[N:43], predict the reactants needed to synthesize it. The reactants are: C([O:8][CH2:9][CH2:10][O:11][C:12]1[N:17]=[C:16]([N:18]([CH2:40][CH3:41])[C:19]([C:21]2[CH:26]=[CH:25][N:24]3[N:27]=[CH:28][C:29]([C:30]4[CH:35]=[CH:34][C:33]([C:36](=[O:39])[NH:37][CH3:38])=[CH:32][CH:31]=4)=[C:23]3[CH:22]=2)=[O:20])[CH:15]=[CH:14][C:13]=1[C:42]#[N:43])C1C=CC=CC=1. (5) Given the product [CH3:3][N:4]1[CH2:17][CH2:16][C:7]2[N:8]([CH2:28][C@:25]([C:23]3[CH:22]=[N:21][CH:20]=[C:19]([F:18])[CH:24]=3)([OH:26])[CH3:27])[C:9]3[CH:10]=[CH:11][C:12]([CH3:15])=[CH:13][C:14]=3[C:6]=2[CH2:5]1, predict the reactants needed to synthesize it. The reactants are: [H-].[Na+].[CH3:3][N:4]1[CH2:17][CH2:16][C:7]2[NH:8][C:9]3[CH:10]=[CH:11][C:12]([CH3:15])=[CH:13][C:14]=3[C:6]=2[CH2:5]1.[F:18][C:19]1[CH:20]=[N:21][CH:22]=[C:23]([C:25]2([CH3:28])[CH2:27][O:26]2)[CH:24]=1.